Dataset: Catalyst prediction with 721,799 reactions and 888 catalyst types from USPTO. Task: Predict which catalyst facilitates the given reaction. Reactant: [Br:1][C:2]1[C:3]([Cl:9])=[N:4][CH:5]=[CH:6][C:7]=1[NH2:8].[I:10]N1C(=O)CCC1=O. Product: [Br:1][C:2]1[C:3]([Cl:9])=[N:4][CH:5]=[C:6]([I:10])[C:7]=1[NH2:8]. The catalyst class is: 15.